Dataset: Reaction yield outcomes from USPTO patents with 853,638 reactions. Task: Predict the reaction yield, written as a fraction of the theoretical maximum amount of product (1.0 means a 100% yield; for example, 0.34 means a 34% yield). (1) The reactants are [CH3:5][Si:4]([CH3:7])([CH3:6])[N-][Si:4]([CH3:7])([CH3:6])[CH3:5].[Na+].[Cl:11][C:12]1[C:13]([OH:30])=[C:14]([C:27](=[O:29])[CH3:28])[CH:15]=[CH:16][C:17]=1[O:18][CH2:19][C:20]1[CH:25]=[CH:24][C:23]([I:26])=[CH:22][CH:21]=1.[CH3:31][Si:32](Cl)([CH3:34])[CH3:33].C(=O)(O)[O-].[Na+]. The catalyst is O1CCCC1. The product is [Cl:11][C:12]1[C:13]([O:30][Si:32]([CH3:34])([CH3:33])[CH3:31])=[C:14]([C:27]([O:29][Si:4]([CH3:5])([CH3:6])[CH3:7])=[CH2:28])[CH:15]=[CH:16][C:17]=1[O:18][CH2:19][C:20]1[CH:25]=[CH:24][C:23]([I:26])=[CH:22][CH:21]=1. The yield is 0.980. (2) The reactants are [I:1]N1C(=O)CCC1=O.O.C1(C)C=CC(S(O)(=O)=O)=CC=1.[CH3:21][O:22][C:23](=[O:45])[C:24]1[C:29]([NH:30][C:31]2[CH:36]=[CH:35][CH:34]=[CH:33][C:32]=2[F:37])=[CH:28][N:27]=[CH:26][C:25]=1[C:38]1[CH:43]=[CH:42][CH:41]=[CH:40][C:39]=1[Cl:44]. No catalyst specified. The product is [CH3:21][O:22][C:23](=[O:45])[C:24]1[C:29]([NH:30][C:31]2[CH:36]=[CH:35][C:34]([I:1])=[CH:33][C:32]=2[F:37])=[CH:28][N:27]=[CH:26][C:25]=1[C:38]1[CH:43]=[CH:42][CH:41]=[CH:40][C:39]=1[Cl:44]. The yield is 0.850. (3) The reactants are [Br:1][C:2]1[CH:3]=[C:4]([NH:23][CH2:24][C:25]2[N:26]=[N:27][NH:28][C:29]=2[CH:30](OCC)OCC)[CH:5]=[C:6]2[C:11]=1[N:10]=[CH:9][C:8]([C:12]#[N:13])=[C:7]2[NH:14][C:15]1[CH:20]=[CH:19][C:18]([F:21])=[C:17]([Cl:22])[CH:16]=1.Cl.C(=O)([O-])[O-].[Na+].[Na+].[NH2:44][CH2:45][CH2:46][OH:47].C(O[BH-](OC(=O)C)OC(=O)C)(=O)C.[Na+]. The catalyst is CO.C(O)(=O)C.C(O)C. The product is [Br:1][C:2]1[CH:3]=[C:4]([NH:23][CH2:24][C:25]2[N:26]=[N:27][NH:28][C:29]=2[CH2:30][NH:44][CH2:45][CH2:46][OH:47])[CH:5]=[C:6]2[C:11]=1[N:10]=[CH:9][C:8]([C:12]#[N:13])=[C:7]2[NH:14][C:15]1[CH:20]=[CH:19][C:18]([F:21])=[C:17]([Cl:22])[CH:16]=1. The yield is 0.920. (4) The reactants are N[C:2]1[CH:7]=[C:6]([CH3:8])[CH:5]=[C:4]([CH3:9])[N:3]=1.[Br:10]Br.N([O-])=O.[Na+].[OH-].[Na+]. The catalyst is O. The product is [CH3:9][C:4]1[CH:5]=[C:6]([CH3:8])[CH:7]=[C:2]([Br:10])[N:3]=1. The yield is 0.500. (5) The reactants are [NH2:1][C:2]1[N:3]=[N:4][C:5](Cl)=[CH:6][CH:7]=1.[CH3:9][O:10][C:11]1[CH:16]=[CH:15][C:14](B(O)O)=[CH:13][CH:12]=1.C(=O)([O-])[O-].[Na+].[Na+]. The catalyst is C1C=CC([P]([Pd]([P](C2C=CC=CC=2)(C2C=CC=CC=2)C2C=CC=CC=2)([P](C2C=CC=CC=2)(C2C=CC=CC=2)C2C=CC=CC=2)[P](C2C=CC=CC=2)(C2C=CC=CC=2)C2C=CC=CC=2)(C2C=CC=CC=2)C2C=CC=CC=2)=CC=1.C1(C)C=CC=CC=1. The product is [CH3:9][O:10][C:11]1[CH:16]=[CH:15][C:14]([C:5]2[N:4]=[N:3][C:2]([NH2:1])=[CH:7][CH:6]=2)=[CH:13][CH:12]=1. The yield is 0.840. (6) The reactants are CO.[H-].[Na+].[C:5]([O:12][CH3:13])(=[O:11])[CH2:6][C:7]([O:9][CH3:10])=[O:8].Br[CH2:15][C:16]1[CH:21]=[CH:20][CH:19]=[C:18]([N+:22]([O-:24])=[O:23])[C:17]=1[CH2:25]Br. The catalyst is CCOCC. The product is [CH3:10][O:9][C:7]([C:6]1([C:5]([O:12][CH3:13])=[O:11])[CH2:25][C:17]2[C:16](=[CH:21][CH:20]=[CH:19][C:18]=2[N+:22]([O-:24])=[O:23])[CH2:15]1)=[O:8]. The yield is 0.670.